From a dataset of Full USPTO retrosynthesis dataset with 1.9M reactions from patents (1976-2016). Predict the reactants needed to synthesize the given product. Given the product [CH2:18]([O:8][C:6]1[CH:7]=[C:2]([F:1])[CH:3]=[CH:4][C:5]=1[N+:9]([O-:11])=[O:10])[C:19]1[CH:24]=[CH:23][CH:22]=[CH:21][CH:20]=1, predict the reactants needed to synthesize it. The reactants are: [F:1][C:2]1[CH:3]=[CH:4][C:5]([N+:9]([O-:11])=[O:10])=[C:6]([OH:8])[CH:7]=1.C(=O)([O-])[O-].[K+].[K+].[CH2:18](Br)[C:19]1[CH:24]=[CH:23][CH:22]=[CH:21][CH:20]=1.